From a dataset of Catalyst prediction with 721,799 reactions and 888 catalyst types from USPTO. Predict which catalyst facilitates the given reaction. (1) The catalyst class is: 2. Reactant: [NH2:1][CH2:2][CH2:3][CH2:4][CH2:5][CH2:6][N:7]1[C:15]2[N:10]3[C:11](=[N:16][C:17]([CH3:18])=[C:9]3[C:8]1=[O:19])[CH:12]=[CH:13][CH:14]=2.C(N(CC)CC)C.[F:27][C:28]([F:35])([F:34])[CH2:29][S:30](Cl)(=[O:32])=[O:31]. Product: [CH3:18][C:17]1[N:16]=[C:11]2[CH:12]=[CH:13][CH:14]=[C:15]3[N:10]2[C:9]=1[C:8](=[O:19])[N:7]3[CH2:6][CH2:5][CH2:4][CH2:3][CH2:2][NH:1][S:30]([CH2:29][C:28]([F:35])([F:34])[F:27])(=[O:32])=[O:31]. (2) Reactant: O[CH:2]1[CH2:7][CH2:6][CH2:5][N:4]([C:8]([O:10][C:11]([CH3:14])([CH3:13])[CH3:12])=[O:9])[CH2:3]1.[C:15]1(=[O:25])[NH:19][C:18](=[O:20])[C:17]2=[CH:21][CH:22]=[CH:23][CH:24]=[C:16]12.C1(P(C2C=CC=CC=2)C2C=CC=CC=2)C=CC=CC=1.N(C(OCC)=O)=NC(OCC)=O.C1(C)C=CC=CC=1. Product: [O:20]=[C:18]1[C:17]2[C:16](=[CH:24][CH:23]=[CH:22][CH:21]=2)[C:15](=[O:25])[N:19]1[CH:2]1[CH2:7][CH2:6][CH2:5][N:4]([C:8]([O:10][C:11]([CH3:14])([CH3:13])[CH3:12])=[O:9])[CH2:3]1. The catalyst class is: 7. (3) The catalyst class is: 87. Reactant: [C:1]([C:3]1[CH:8]=[CH:7][C:6]([C:9]2[N:13]3[CH:14]=[C:15]([C:18]4[CH:27]=[CH:26][C:21]([C:22]([O:24]C)=[O:23])=[C:20]([O:28][CH3:29])[CH:19]=4)[N:16]=[CH:17][C:12]3=[N:11][CH:10]=2)=[CH:5][CH:4]=1)#[N:2].[Li+].[OH-]. Product: [C:1]([C:3]1[CH:4]=[CH:5][C:6]([C:9]2[N:13]3[CH:14]=[C:15]([C:18]4[CH:27]=[CH:26][C:21]([C:22]([OH:24])=[O:23])=[C:20]([O:28][CH3:29])[CH:19]=4)[N:16]=[CH:17][C:12]3=[N:11][CH:10]=2)=[CH:7][CH:8]=1)#[N:2]. (4) Reactant: C(OC([O:8][NH:9][C:10]([C:12]1[CH:13]=[N:14][C:15]([N:18]2[CH2:23][CH:22]3[CH:20]([CH:21]3[N:24]([C:36](=[O:44])[CH2:37][CH2:38][N:39]([CH2:42][CH3:43])[CH2:40][CH3:41])[CH2:25][C:26]3[CH:35]=[CH:34][C:33]4[C:28](=[CH:29][CH:30]=[CH:31][CH:32]=4)[CH:27]=3)[CH2:19]2)=[N:16][CH:17]=1)=[O:11])C)C(C)C.Cl.O1CCOCC1. The catalyst class is: 2. Product: [OH:8][NH:9][C:10]([C:12]1[CH:13]=[N:14][C:15]([N:18]2[CH2:23][CH:22]3[CH:20]([CH:21]3[N:24]([C:36](=[O:44])[CH2:37][CH2:38][N:39]([CH2:42][CH3:43])[CH2:40][CH3:41])[CH2:25][C:26]3[CH:35]=[CH:34][C:33]4[C:28](=[CH:29][CH:30]=[CH:31][CH:32]=4)[CH:27]=3)[CH2:19]2)=[N:16][CH:17]=1)=[O:11]. (5) Reactant: [CH3:1][C:2]1[CH:7]=[CH:6][CH:5]=[C:4]([N+:8]([O-])=O)[C:3]=1[CH2:11][C:12]([OH:14])=O. Product: [CH3:1][C:2]1[CH:7]=[CH:6][CH:5]=[C:4]2[C:3]=1[CH2:11][C:12](=[O:14])[NH:8]2. The catalyst class is: 19. (6) Reactant: Br[C:2]1[CH:23]=[CH:22][C:5]2[C:6]3[N:7]([CH:11]=[C:12]([C:14]4[N:18]([CH:19]([CH3:21])[CH3:20])[N:17]=[CH:16][N:15]=4)[N:13]=3)[CH2:8][CH2:9][O:10][C:4]=2[CH:3]=1.[O-]P([O-])([O-])=O.[K+].[K+].[K+].O[C@H:33]1[CH2:37][NH:36][C@H:35]([C:38](O)=O)[CH2:34]1. Product: [CH:19]([N:18]1[C:14]([C:12]2[N:13]=[C:6]3[C:5]4[CH:22]=[CH:23][C:2]([N:36]5[CH2:37][CH2:33][CH2:34][C@H:35]5[CH2:38][N:36]5[CH2:37][CH2:33][CH2:34][CH2:35]5)=[CH:3][C:4]=4[O:10][CH2:9][CH2:8][N:7]3[CH:11]=2)=[N:15][CH:16]=[N:17]1)([CH3:21])[CH3:20]. The catalyst class is: 156.